From a dataset of Catalyst prediction with 721,799 reactions and 888 catalyst types from USPTO. Predict which catalyst facilitates the given reaction. (1) Reactant: Br[C:2]1[N:3]([CH2:22][C:23]2[CH:28]=[CH:27][CH:26]=[C:25]([CH2:29][C:30]([O:32][CH3:33])=[O:31])[CH:24]=2)[C:4]2[C:9]([N:10]=1)=[C:8]([NH2:11])[N:7]=[C:6]([O:12][CH2:13][CH2:14][S:15][C:16]1[CH:21]=[CH:20][CH:19]=[CH:18][CH:17]=1)[N:5]=2.CO.Cl.C(=O)([O-])[OH:38].[Na+]. Product: [OH:38][C:2]1[N:3]([CH2:22][C:23]2[CH:28]=[CH:27][CH:26]=[C:25]([CH2:29][C:30]([O:32][CH3:33])=[O:31])[CH:24]=2)[C:4]2[C:9]([N:10]=1)=[C:8]([NH2:11])[N:7]=[C:6]([O:12][CH2:13][CH2:14][S:15][C:16]1[CH:21]=[CH:20][CH:19]=[CH:18][CH:17]=1)[N:5]=2. The catalyst class is: 6. (2) The catalyst class is: 5. Reactant: [CH2:1]([C:5]12[CH2:17][C:16]([CH3:21])([CH2:18][CH2:19][CH3:20])[C:15](=[O:22])[C:14]([CH3:23])=[C:13]1[C:12]1[C:7](=[CH:8][C:9]([O:24]COC)=[CH:10][CH:11]=1)[CH2:6]2)[CH2:2][CH2:3][CH3:4].Cl. Product: [CH2:1]([C:5]12[CH2:17][C:16]([CH3:21])([CH2:18][CH2:19][CH3:20])[C:15](=[O:22])[C:14]([CH3:23])=[C:13]1[C:12]1[C:7](=[CH:8][C:9]([OH:24])=[CH:10][CH:11]=1)[CH2:6]2)[CH2:2][CH2:3][CH3:4].